This data is from Catalyst prediction with 721,799 reactions and 888 catalyst types from USPTO. The task is: Predict which catalyst facilitates the given reaction. (1) Reactant: [F:1][C:2]([F:43])([F:42])[C:3]1[CH:4]=[C:5]([CH:39]=[CH:40][CH:41]=1)[CH2:6][NH:7][C:8](=[O:38])[C:9]1[CH:14]=[CH:13][N:12]=[C:11]([C:15]2[CH:20]=[C:19]([N:21]3[CH2:26][CH2:25][CH2:24][CH2:23][CH2:22]3)[CH:18]=[CH:17][C:16]=2[NH:27][C:28](=[O:37])[C:29]2[CH:34]=[CH:33][CH:32]=[C:31]([CH2:35]Br)[CH:30]=2)[CH:10]=1.[N:44]1([C:50](=[O:52])[CH3:51])[CH2:49][CH2:48][NH:47][CH2:46][CH2:45]1.[I-].[K+].C(=O)([O-])[O-].[K+].[K+]. Product: [C:50]([N:44]1[CH2:49][CH2:48][N:47]([CH2:35][C:31]2[CH:30]=[C:29]([CH:34]=[CH:33][CH:32]=2)[C:28]([NH:27][C:16]2[CH:17]=[CH:18][C:19]([N:21]3[CH2:26][CH2:25][CH2:24][CH2:23][CH2:22]3)=[CH:20][C:15]=2[C:11]2[CH:10]=[C:9]([CH:14]=[CH:13][N:12]=2)[C:8]([NH:7][CH2:6][C:5]2[CH:39]=[CH:40][CH:41]=[C:3]([C:2]([F:43])([F:42])[F:1])[CH:4]=2)=[O:38])=[O:37])[CH2:46][CH2:45]1)(=[O:52])[CH3:51]. The catalyst class is: 35. (2) Reactant: [Si]([O:8][CH2:9][CH2:10][O:11][C:12]1[CH:17]=[CH:16][C:15]([CH2:18][CH:19]([O:23][CH3:24])[C:20]([OH:22])=[O:21])=[CH:14][CH:13]=1)(C(C)(C)C)(C)C.[F-].C([N+](CCCC)(CCCC)CCCC)CCC. Product: [OH:8][CH2:9][CH2:10][O:11][C:12]1[CH:13]=[CH:14][C:15]([CH2:18][C@H:19]([O:23][CH3:24])[C:20]([OH:22])=[O:21])=[CH:16][CH:17]=1. The catalyst class is: 1. (3) Reactant: C1CCN(C(/N=N/C(N2CCCCC2)=O)=O)CC1.C(P(CCCC)CCCC)CCC.[C:32]([O:36][C:37](=[O:46])[NH:38][C:39]1[CH:44]=[CH:43][CH:42]=[C:41]([OH:45])[CH:40]=1)([CH3:35])([CH3:34])[CH3:33].[CH2:47]([O:54][C:55]([N:57]1[CH2:62][CH2:61][CH:60](O)[CH2:59][CH2:58]1)=[O:56])[C:48]1[CH:53]=[CH:52][CH:51]=[CH:50][CH:49]=1. Product: [CH2:47]([O:54][C:55]([N:57]1[CH2:62][CH2:61][CH:60]([O:45][C:41]2[CH:42]=[CH:43][CH:44]=[C:39]([NH:38][C:37]([O:36][C:32]([CH3:35])([CH3:33])[CH3:34])=[O:46])[CH:40]=2)[CH2:59][CH2:58]1)=[O:56])[C:48]1[CH:49]=[CH:50][CH:51]=[CH:52][CH:53]=1. The catalyst class is: 1. (4) Reactant: C(OC([NH:11][CH2:12][CH2:13][C:14]1[CH:19]=[CH:18][CH:17]=[CH:16][C:15]=1[C:20]1[CH:25]=[CH:24][C:23]([CH:26]2[C:31](=[O:32])[CH2:30][CH2:29][N:28]([C:33]([O:35][C:36]([CH3:39])([CH3:38])[CH3:37])=[O:34])[CH2:27]2)=[C:22]([CH3:40])[CH:21]=1)=O)C1C=CC=CC=1.C(OC(=O)C)(=O)C.[CH3:48][CH2:49][OH:50]. Product: [C:49]([NH:11][CH2:12][CH2:13][C:14]1[CH:19]=[CH:18][CH:17]=[CH:16][C:15]=1[C:20]1[CH:25]=[CH:24][C:23]([CH:26]2[C:31](=[O:32])[CH2:30][CH2:29][N:28]([C:33]([O:35][C:36]([CH3:38])([CH3:37])[CH3:39])=[O:34])[CH2:27]2)=[C:22]([CH3:40])[CH:21]=1)(=[O:50])[CH3:48]. The catalyst class is: 45.